This data is from TCR-epitope binding with 47,182 pairs between 192 epitopes and 23,139 TCRs. The task is: Binary Classification. Given a T-cell receptor sequence (or CDR3 region) and an epitope sequence, predict whether binding occurs between them. (1) The epitope is LLLGIGILV. The TCR CDR3 sequence is CASNQPLAYNEQFF. Result: 1 (the TCR binds to the epitope). (2) The epitope is QASQEVKNW. The TCR CDR3 sequence is CSGFGDRGNTDTQYF. Result: 0 (the TCR does not bind to the epitope).